Task: Predict the reaction yield, written as a fraction of the theoretical maximum amount of product (1.0 means a 100% yield; for example, 0.34 means a 34% yield).. Dataset: Reaction yield outcomes from USPTO patents with 853,638 reactions (1) The reactants are [NH2:1][C@@H:2]([C:4](O)=[O:5])[CH3:3].[H-].[H-].[H-].[H-].[Li+].[Al+3].C1COCC1.[CH3:30][C:29]([O:28][C:26](O[C:26]([O:28][C:29]([CH3:32])([CH3:31])[CH3:30])=[O:27])=[O:27])([CH3:32])[CH3:31]. The catalyst is C(Cl)Cl. The product is [C:26]([C@@H:4]([OH:5])[CH:2]([NH2:1])[CH3:3])([O:28][C:29]([CH3:30])([CH3:31])[CH3:32])=[O:27]. The yield is 0.630. (2) The reactants are [Cl:1][C:2]1[N:10]=[CH:9][C:8]2[N:7](S(C3C=CC(C)=CC=3)(=O)=O)[C:6]3[N:21]=[CH:22][C:23]([O:26][CH2:27][CH2:28][O:29][CH3:30])=[C:24]([I:25])[C:5]=3[C:4]=2[CH:3]=1.O.[OH-].[Li+].O.Cl. The catalyst is C1COCC1.CO. The product is [Cl:1][C:2]1[N:10]=[CH:9][C:8]2[NH:7][C:6]3[N:21]=[CH:22][C:23]([O:26][CH2:27][CH2:28][O:29][CH3:30])=[C:24]([I:25])[C:5]=3[C:4]=2[CH:3]=1. The yield is 0.970. (3) The reactants are [OH:1][C:2]1[CH:7]=[C:6]([O:8][CH2:9][CH2:10][O:11][CH3:12])[CH:5]=[CH:4][C:3]=1/[CH:13]=[CH:14]/[C:15]([O:17][CH2:18][CH3:19])=[O:16].Br[C:21]1[S:22][C:23]([Br:26])=[CH:24][N:25]=1.C(=O)([O-])[O-].[K+].[K+].O. The catalyst is CN(C)C=O. The product is [Br:26][C:23]1[S:22][C:21]([O:1][C:2]2[CH:7]=[C:6]([O:8][CH2:9][CH2:10][O:11][CH3:12])[CH:5]=[CH:4][C:3]=2/[CH:13]=[CH:14]/[C:15]([O:17][CH2:18][CH3:19])=[O:16])=[N:25][CH:24]=1. The yield is 0.710. (4) The reactants are [C:1]1([OH:12])[C:10]2[C:5](=[CH:6][CH:7]=[CH:8][CH:9]=2)[CH:4]=[C:3]([OH:11])[CH:2]=1.N1C(C)=CC=CC=1C.[Cl:21][C:22]1[CH:27]=[CH:26][CH:25]=[CH:24][C:23]=1[S:28](Cl)(=[O:30])=[O:29]. The catalyst is O1CCCC1. The product is [OH:12][C:1]1[C:10]2[C:5](=[CH:6][CH:7]=[CH:8][CH:9]=2)[CH:4]=[C:3]([O:11][S:28]([C:23]2[CH:24]=[CH:25][CH:26]=[CH:27][C:22]=2[Cl:21])(=[O:30])=[O:29])[CH:2]=1. The yield is 0.130. (5) The reactants are [F:1][C:2]1[CH:8]=[C:7]([N+:9]([O-:11])=[O:10])[C:5](N)=[C:4]([CH3:12])[CH:3]=1.N([O-])=O.[Na+].C(Cl)Cl.[BrH:20]. The catalyst is O. The product is [Br:20][C:5]1[C:7]([N+:9]([O-:11])=[O:10])=[CH:8][C:2]([F:1])=[CH:3][C:4]=1[CH3:12]. The yield is 0.280. (6) The reactants are [C:1]([N:4]([CH2:22][C@@H:23]1[O:27][C:26](=[O:28])[N:25]([C:29]2[CH:34]=[CH:33][C:32]([CH:35]3[CH2:40][CH2:39][S:38](=[O:42])(=[O:41])[CH2:37][CH2:36]3)=[C:31]([F:43])[CH:30]=2)[CH2:24]1)[C:5]([O:7][CH2:8][O:9][C:10](=[O:21])[C@@H:11]([NH:13]C(OC(C)(C)C)=O)[CH3:12])=[O:6])(=[O:3])[CH3:2].C1(OC)C=CC=CC=1.[ClH:52]. The catalyst is C1COCC1. The product is [ClH:52].[C:1]([N:4]([CH2:22][C@@H:23]1[O:27][C:26](=[O:28])[N:25]([C:29]2[CH:34]=[CH:33][C:32]([CH:35]3[CH2:40][CH2:39][S:38](=[O:41])(=[O:42])[CH2:37][CH2:36]3)=[C:31]([F:43])[CH:30]=2)[CH2:24]1)[C:5]([O:7][CH2:8][O:9][C:10](=[O:21])[C@@H:11]([NH2:13])[CH3:12])=[O:6])(=[O:3])[CH3:2]. The yield is 0.380.